Dataset: Reaction yield outcomes from USPTO patents with 853,638 reactions. Task: Predict the reaction yield, written as a fraction of the theoretical maximum amount of product (1.0 means a 100% yield; for example, 0.34 means a 34% yield). (1) The reactants are [CH2:1]([O:3][C:4](=[O:30])[CH:5]([C:16]1[C:25]([CH3:26])=[CH:24][C:23]2[C:18](=[CH:19][CH:20]=[CH:21][C:22]=2[O:27][CH3:28])[C:17]=1[OH:29])[O:6][CH2:7][C:8]1[CH:13]=[CH:12][C:11]([O:14][CH3:15])=[CH:10][CH:9]=1)[CH3:2].N1C(C)=CC=CC=1C.[S:39](O[S:39]([C:42]([F:45])([F:44])[F:43])(=[O:41])=[O:40])([C:42]([F:45])([F:44])[F:43])(=[O:41])=[O:40].C(=O)(O)[O-].[Na+]. The catalyst is ClCCl. The product is [CH2:1]([O:3][C:4](=[O:30])[CH:5]([O:6][CH2:7][C:8]1[CH:13]=[CH:12][C:11]([O:14][CH3:15])=[CH:10][CH:9]=1)[C:16]1[C:25]([CH3:26])=[CH:24][C:23]2[C:18](=[CH:19][CH:20]=[CH:21][C:22]=2[O:27][CH3:28])[C:17]=1[O:29][S:39]([C:42]([F:45])([F:44])[F:43])(=[O:41])=[O:40])[CH3:2]. The yield is 0.620. (2) The reactants are C([S:4][CH2:5][C:6]1[CH:7]=[C:8]([C:22]([O:24]C)=[O:23])[C:9]([C:12]2[CH:17]=[CH:16][CH:15]=[C:14]([C:18]([O:20]C)=[O:19])[CH:13]=2)=[CH:10][CH:11]=1)(=O)C.[OH-].[Na+].Cl. The catalyst is C1COCC1.O. The product is [SH:4][CH2:5][C:6]1[CH:7]=[C:8]([C:22]([OH:24])=[O:23])[C:9]([C:12]2[CH:17]=[CH:16][CH:15]=[C:14]([C:18]([OH:20])=[O:19])[CH:13]=2)=[CH:10][CH:11]=1. The yield is 0.920. (3) The reactants are [Cl:1][C:2]1[CH:3]=[C:4]([CH:7]=[CH:8][C:9]=1[OH:10])[CH:5]=[O:6].[N+:11]([O-])([OH:13])=[O:12]. The catalyst is C(O)(=O)C. The product is [Cl:1][C:2]1[CH:3]=[C:4]([CH:7]=[C:8]([N+:11]([O-:13])=[O:12])[C:9]=1[OH:10])[CH:5]=[O:6]. The yield is 0.584. (4) The reactants are [N+]([C:4]1[NH:5][CH:6]=[C:7]([N+:9]([O-:11])=[O:10])[N:8]=1)([O-])=O.[ClH:12]. The catalyst is O. The product is [Cl:12][C:4]1[NH:5][CH:6]=[C:7]([N+:9]([O-:11])=[O:10])[N:8]=1. The yield is 0.771. (5) The reactants are [O:1]=[O+][O-].C=[C:5]1[CH2:8][CH:7]([C:9]([O:11][CH2:12][CH2:13][CH3:14])=[O:10])[CH2:6]1.CSC. The catalyst is CO. The product is [O:1]=[C:5]1[CH2:8][CH:7]([C:9]([O:11][CH2:12][CH2:13][CH3:14])=[O:10])[CH2:6]1. The yield is 0.880. (6) No catalyst specified. The reactants are [NH:1]1[CH2:5][CH2:4][CH2:3][CH2:2]1.[Cl:6][C:7]1[C:16]2[C:11](=[CH:12][CH:13]=[CH:14][C:15]=2[N+:17]([O-:19])=[O:18])[C:10]([N+:20]([O-:22])=[O:21])=[CH:9][CH:8]=1. The product is [ClH:6].[N+:17]([C:15]1[C:16]2[C:11](=[C:10]([N+:20]([O-:22])=[O:21])[CH:9]=[CH:8][CH:7]=2)[C:12]([N:1]2[CH2:5][CH2:4][CH2:3][CH2:2]2)=[CH:13][CH:14]=1)([O-:19])=[O:18]. The yield is 0.210. (7) The reactants are [NH2:1][C:2]1[CH:3]=[C:4]2[C:9](=[CH:10][CH:11]=1)[N:8]=[C:7]([CH3:12])[N:6]=[C:5]2[N:13]([C:15]1[CH:20]=[CH:19][C:18]([O:21][CH3:22])=[CH:17][CH:16]=1)[CH3:14].C(=O)([O-])[O-].[K+].[K+].Cl[C:30]([O:32][CH3:33])=[O:31]. The catalyst is C1COCC1.CCOC(C)=O.S([O-])([O-])(=O)=O.[Na+].[Na+]. The product is [CH3:33][O:32][C:30]([NH:1][C:2]1[CH:3]=[C:4]2[C:9](=[CH:10][CH:11]=1)[N:8]=[C:7]([CH3:12])[N:6]=[C:5]2[N:13]([C:15]1[CH:20]=[CH:19][C:18]([O:21][CH3:22])=[CH:17][CH:16]=1)[CH3:14])=[O:31]. The yield is 0.720. (8) The product is [CH2:1]([O:8][CH2:9][CH2:10][O:11][C:12]1[CH:18]=[CH:17][C:15]([NH:16][C:39](=[O:40])[CH2:38][C:34]2[C:33]([F:42])=[CH:32][C:31]([Br:30])=[CH:36][C:35]=2[F:37])=[CH:14][C:13]=1[C:19]([F:20])([F:21])[F:22])[C:2]1[CH:3]=[CH:4][CH:5]=[CH:6][CH:7]=1. The reactants are [CH2:1]([O:8][CH2:9][CH2:10][O:11][C:12]1[CH:18]=[CH:17][C:15]([NH2:16])=[CH:14][C:13]=1[C:19]([F:22])([F:21])[F:20])[C:2]1[CH:7]=[CH:6][CH:5]=[CH:4][CH:3]=1.CCN(CC)CC.[Br:30][C:31]1[CH:36]=[C:35]([F:37])[C:34]([CH2:38][C:39](Cl)=[O:40])=[C:33]([F:42])[CH:32]=1. The yield is 0.176. The catalyst is C(Cl)Cl.